This data is from Forward reaction prediction with 1.9M reactions from USPTO patents (1976-2016). The task is: Predict the product of the given reaction. (1) Given the reactants Br[C:2]1[C:3]2[N:4]([CH:14]=[CH:15][N:16]=2)[N:5]=[C:6]([C:8]2[CH:13]=[CH:12][CH:11]=[CH:10][CH:9]=2)[CH:7]=1.[CH3:17][C:18]1([CH3:30])[CH2:22][CH2:21][N:20]([C:23]2[N:28]=[C:27]([NH2:29])[CH:26]=[CH:25][CH:24]=2)[CH2:19]1.C1C=CC(P(C2C(C3C(P(C4C=CC=CC=4)C4C=CC=CC=4)=CC=C4C=3C=CC=C4)=C3C(C=CC=C3)=CC=2)C2C=CC=CC=2)=CC=1.C([O-])([O-])=O.[Cs+].[Cs+], predict the reaction product. The product is: [CH3:17][C:18]1([CH3:30])[CH2:22][CH2:21][N:20]([C:23]2[N:28]=[C:27]([NH:29][C:2]3[C:3]4[N:4]([CH:14]=[CH:15][N:16]=4)[N:5]=[C:6]([C:8]4[CH:13]=[CH:12][CH:11]=[CH:10][CH:9]=4)[CH:7]=3)[CH:26]=[CH:25][CH:24]=2)[CH2:19]1. (2) Given the reactants [Cl:1][C:2]1[C:7](I)=[CH:6][C:5]([N+:9]([O-:11])=[O:10])=[CH:4][N:3]=1.[C:12]1(B(O)O)[CH:17]=[CH:16][CH:15]=[CH:14][CH:13]=1.C(Cl)Cl.C([O-])([O-])=O.[Cs+].[Cs+], predict the reaction product. The product is: [Cl:1][C:2]1[C:7]([C:12]2[CH:17]=[CH:16][CH:15]=[CH:14][CH:13]=2)=[CH:6][C:5]([N+:9]([O-:11])=[O:10])=[CH:4][N:3]=1.